Task: Binary Classification. Given a drug SMILES string, predict its activity (active/inactive) in a high-throughput screening assay against a specified biological target.. Dataset: Orexin1 receptor HTS with 218,158 compounds and 233 confirmed actives (1) The molecule is S(=O)(=O)(NCc1ccccc1)c1cc(C(=O)NC2C(C(CCC2)C)C)ccc1. The result is 0 (inactive). (2) The drug is O=C(N1CC(CC(C1)C)C)C1CN(C(=O)C1)Cc1ccc(OC)cc1. The result is 0 (inactive). (3) The drug is O=C/1CC(CC(=O)C1=C\Nc1ccccc1)c1ccccc1. The result is 0 (inactive). (4) The drug is Clc1ccc(S(=O)(=O)Cc2c([N+]([O-])=O)ccc(c2)C(OCC)=O)cc1. The result is 0 (inactive). (5) The compound is O=C1c2c(C(=O)c3c1cccc3)cccc2NC(=O)COC(=O)Cn1c2c(nc1)cccc2. The result is 0 (inactive). (6) The drug is O=C1N(C(\C(C1=O)=C(/O)c1cc2OCCOc2cc1)c1cc(O)ccc1)Cc1ccccc1. The result is 0 (inactive).